From a dataset of Catalyst prediction with 721,799 reactions and 888 catalyst types from USPTO. Predict which catalyst facilitates the given reaction. (1) Reactant: [F:1][C:2]1[CH:7]=[CH:6][CH:5]=[C:4]([F:8])[C:3]=1[N:9]1[C:14]2[N:15]=[C:16](S(C)(=O)=O)[N:17]=[C:18]([C:19]3[CH:24]=[CH:23][C:22]([F:25])=[CH:21][C:20]=3[CH3:26])[C:13]=2[CH:12]=[CH:11][C:10]1=[O:31].[NH2:32][C@H:33]([CH3:36])[CH2:34][OH:35]. Product: [F:25][C:22]1[CH:23]=[CH:24][C:19]([C:18]2[C:13]3[CH:12]=[CH:11][C:10](=[O:31])[N:9]([C:3]4[C:2]([F:1])=[CH:7][CH:6]=[CH:5][C:4]=4[F:8])[C:14]=3[N:15]=[C:16]([NH:32][C@H:33]([CH3:36])[CH2:34][OH:35])[N:17]=2)=[C:20]([CH3:26])[CH:21]=1. The catalyst class is: 1. (2) Reactant: [Cl:1][C:2]1[C:3]([N:9]2[C:13]([C:14](O)=[O:15])=[CH:12][C:11]([CH3:17])=[N:10]2)=[N:4][CH:5]=[C:6]([Cl:8])[CH:7]=1.[Cl:18]CCl.C(Cl)(=O)C(Cl)=O. Product: [Cl:1][C:2]1[C:3]([N:9]2[C:13]([C:14]([Cl:18])=[O:15])=[CH:12][C:11]([CH3:17])=[N:10]2)=[N:4][CH:5]=[C:6]([Cl:8])[CH:7]=1. The catalyst class is: 9. (3) Reactant: [CH3:1][O:2][C:3]1[C:23]([O:24][CH3:25])=[CH:22][C:6]2[N:7]([CH2:10][C:11]3[CH:21]=[CH:20][C:14]4[N:15]=[C:16]([S:18][CH3:19])[O:17][C:13]=4[CH:12]=3)[CH:8]=[N:9][C:5]=2[CH:4]=1.ClC1C=CC=C(C(OO)=[O:34])C=1.C([O-])(O)=O.[Na+]. Product: [CH3:1][O:2][C:3]1[C:23]([O:24][CH3:25])=[CH:22][C:6]2[N:7]([CH2:10][C:11]3[CH:21]=[CH:20][C:14]4[N:15]=[C:16]([S:18]([CH3:19])=[O:34])[O:17][C:13]=4[CH:12]=3)[CH:8]=[N:9][C:5]=2[CH:4]=1. The catalyst class is: 2. (4) Reactant: [H-].[Al+3].[Li+].[H-].[H-].[H-].[CH3:7][NH:8][C@H:9]([C:13]1[CH:18]=[CH:17][CH:16]=[CH:15][CH:14]=1)[C:10](O)=[O:11].[OH-].[Na+]. Product: [CH3:7][NH:8][C@H:9]([C:13]1[CH:18]=[CH:17][CH:16]=[CH:15][CH:14]=1)[CH2:10][OH:11]. The catalyst class is: 7. (5) Reactant: [CH3:1][O:2][C:3]([C:5]1[CH:10]=[CH:9][C:8]([OH:11])=[CH:7][N:6]=1)=[O:4].Br[CH2:13][C:14]#[C:15][CH3:16].C(=O)([O-])[O-].[K+].[K+]. Product: [CH3:1][O:2][C:3]([C:5]1[CH:10]=[CH:9][C:8]([O:11][CH2:13][C:14]#[C:15][CH3:16])=[CH:7][N:6]=1)=[O:4]. The catalyst class is: 3. (6) Reactant: O1C2C=CC=CC=2N=C1.NC1C=CC=CC=1.C(C1[O:22][C:23]2[C:29]([S:30]([N:33]3[CH2:38][CH2:37][CH:36]([N:39]4[CH2:44][CH2:43][CH2:42][CH2:41][CH2:40]4)[CH2:35][CH2:34]3)(=[O:32])=[O:31])=[C:28]([Cl:45])[CH:27]=[CH:26][C:24]=2[N:25]=1)(C)(C)C.OS(O)(=O)=O. Product: [NH2:25][C:24]1[C:23]([OH:22])=[C:29]([S:30]([N:33]2[CH2:38][CH2:37][CH:36]([N:39]3[CH2:44][CH2:43][CH2:42][CH2:41][CH2:40]3)[CH2:35][CH2:34]2)(=[O:32])=[O:31])[C:28]([Cl:45])=[CH:27][CH:26]=1. The catalyst class is: 38. (7) Reactant: [C:1]1([C:21]2[CH:26]=[CH:25][CH:24]=[CH:23][CH:22]=2)[CH:6]=[CH:5][C:4]([O:7][CH2:8][CH2:9][CH2:10][CH2:11][CH2:12][CH2:13][CH:14]([C:16]2[N:17]=[N:18][NH:19][N:20]=2)[OH:15])=[CH:3][CH:2]=1.CC(C)=O.OS(O)(=O)=O.O=[Cr](=O)=O. Product: [C:1]1([C:21]2[CH:26]=[CH:25][CH:24]=[CH:23][CH:22]=2)[CH:6]=[CH:5][C:4]([O:7][CH2:8][CH2:9][CH2:10][CH2:11][CH2:12][CH2:13][C:14]([C:16]2[N:17]=[N:18][NH:19][N:20]=2)=[O:15])=[CH:3][CH:2]=1. The catalyst class is: 21. (8) Reactant: Br[C:2]1[CH:21]=[CH:20][C:5]([CH2:6][N:7]([CH3:19])[C:8](=[O:18])[CH2:9][NH:10][C:11](=[O:17])[O:12][C:13]([CH3:16])([CH3:15])[CH3:14])=[CH:4][C:3]=1[Cl:22].[B:23]1([B:23]2[O:27][C:26]([CH3:29])([CH3:28])[C:25]([CH3:31])([CH3:30])[O:24]2)[O:27][C:26]([CH3:29])([CH3:28])[C:25]([CH3:31])([CH3:30])[O:24]1.C([O-])(=O)C.[K+]. Product: [Cl:22][C:3]1[CH:4]=[C:5]([CH:20]=[CH:21][C:2]=1[B:23]1[O:27][C:26]([CH3:29])([CH3:28])[C:25]([CH3:31])([CH3:30])[O:24]1)[CH2:6][N:7]([CH3:19])[C:8](=[O:18])[CH2:9][NH:10][C:11](=[O:17])[O:12][C:13]([CH3:16])([CH3:15])[CH3:14]. The catalyst class is: 873. (9) Reactant: Br[C:2]1[S:3][C:4]2[C:5]([N:11]=1)=[N:6][CH:7]=[C:8]([Br:10])[N:9]=2.CCN(CC)CC.[SH:19][CH2:20][C:21]([O:23][CH2:24][CH3:25])=[O:22]. Product: [Br:10][C:8]1[N:9]=[C:4]2[S:3][C:2]([S:19][CH2:20][C:21]([O:23][CH2:24][CH3:25])=[O:22])=[N:11][C:5]2=[N:6][CH:7]=1. The catalyst class is: 14.